From a dataset of Forward reaction prediction with 1.9M reactions from USPTO patents (1976-2016). Predict the product of the given reaction. Given the reactants [Cl:1][C:2]1[CH:7]=[CH:6][C:5]([CH2:8][C:9]2[C:18]3[C:13](=[CH:14][CH:15]=[CH:16][CH:17]=3)[C:12](=[O:19])[N:11]([CH2:20][C@@H:21]3[CH2:25][CH2:24][CH2:23][NH:22]3)[N:10]=2)=[CH:4][CH:3]=1.CS(O[CH2:31][CH2:32][CH2:33][CH2:34][C:35]1[CH:40]=[CH:39][C:38]([O:41][CH3:42])=[CH:37][CH:36]=1)(=O)=O.C(=O)([O-])[O-].[K+].[K+], predict the reaction product. The product is: [Cl:1][C:2]1[CH:7]=[CH:6][C:5]([CH2:8][C:9]2[C:18]3[C:13](=[CH:14][CH:15]=[CH:16][CH:17]=3)[C:12](=[O:19])[N:11]([CH2:20][C@@H:21]3[CH2:25][CH2:24][CH2:23][N:22]3[CH2:31][CH2:32][CH2:33][CH2:34][C:35]3[CH:36]=[CH:37][C:38]([O:41][CH3:42])=[CH:39][CH:40]=3)[N:10]=2)=[CH:4][CH:3]=1.